From a dataset of Full USPTO retrosynthesis dataset with 1.9M reactions from patents (1976-2016). Predict the reactants needed to synthesize the given product. (1) Given the product [CH3:8][CH:7]([C:9]1[N:13]([CH2:14][CH2:15][C@@H:16]([OH:24])[CH2:17][C@@H:18]([OH:23])[CH2:19][C:20]([O-:22])=[O:21])[C:12]([C:25]2[CH:26]=[CH:27][C:28]([F:31])=[CH:29][CH:30]=2)=[C:11]([C:32]2[CH:33]=[CH:34][CH:35]=[CH:36][CH:37]=2)[C:10]=1[C:38]([NH:40][C:41]1[CH:42]=[CH:43][CH:44]=[CH:45][CH:46]=1)=[O:39])[CH3:6].[CH3:8][CH:7]([C:9]1[N:13]([CH2:14][CH2:15][C@@H:16]([OH:24])[CH2:17][C@@H:18]([OH:23])[CH2:19][C:20]([O-:22])=[O:21])[C:12]([C:25]2[CH:26]=[CH:27][C:28]([F:31])=[CH:29][CH:30]=2)=[C:11]([C:32]2[CH:33]=[CH:34][CH:35]=[CH:36][CH:37]=2)[C:10]=1[C:38]([NH:40][C:41]1[CH:42]=[CH:43][CH:44]=[CH:45][CH:46]=1)=[O:39])[CH3:6].[OH2:2].[OH2:2].[OH2:2].[Ca+2:5], predict the reactants needed to synthesize it. The reactants are: C(=O)([O-])[O-:2].[Ca+2:5].[CH3:6][CH:7]([C:9]1[N:13]([CH2:14][CH2:15][C@@H:16]([OH:24])[CH2:17][C@@H:18]([OH:23])[CH2:19][C:20]([OH:22])=[O:21])[C:12]([C:25]2[CH:26]=[CH:27][C:28]([F:31])=[CH:29][CH:30]=2)=[C:11]([C:32]2[CH:33]=[CH:34][CH:35]=[CH:36][CH:37]=2)[C:10]=1[C:38]([NH:40][C:41]1[CH:42]=[CH:43][CH:44]=[CH:45][CH:46]=1)=[O:39])[CH3:8]. (2) Given the product [Br:19][C:18]1([Br:21])[CH2:3][C:2]1([Br:1])[CH2:4][CH2:5][CH2:6][CH2:7][CH2:8][CH2:9][CH2:10][CH2:11][O:12][CH:13]([O:15][CH2:16][CH3:17])[CH3:14], predict the reactants needed to synthesize it. The reactants are: [Br:1][C:2]([CH2:4][CH2:5][CH2:6][CH2:7][CH2:8][CH2:9][CH2:10][CH2:11][O:12][CH:13]([O:15][CH2:16][CH3:17])[CH3:14])=[CH2:3].[CH:18]([Br:21])(Br)[Br:19].[Br-].[Br-].C([N+](C)(C)CC[N+](CC1C=CC=CC=1)(C)C)C1C=CC=CC=1.[OH-].[K+].[Br-].[Br-].C[NH2+]CC[N+](C)(C)C. (3) Given the product [C:1]([O:5][C:6](=[O:27])[NH:7][C@@H:8]1[C@@H:13]([OH:14])[C@H:12]([CH2:15][C:16]2[CH:17]=[C:18]([O:34][C@H:30]([CH2:31][O:32][CH3:33])[C:29]([F:36])([F:35])[F:28])[C:19]([N+:23]([O-:25])=[O:24])=[C:20]([F:22])[CH:21]=2)[CH2:11][S:10][CH2:9]1)([CH3:3])([CH3:2])[CH3:4], predict the reactants needed to synthesize it. The reactants are: [C:1]([O:5][C:6](=[O:27])[NH:7][C@@H:8]1[C@@H:13]([OH:14])[C@H:12]([CH2:15][C:16]2[CH:21]=[C:20]([F:22])[C:19]([N+:23]([O-:25])=[O:24])=[C:18](F)[CH:17]=2)[CH2:11][S:10][CH2:9]1)([CH3:4])([CH3:3])[CH3:2].[F:28][C:29]([F:36])([F:35])[C@H:30]([OH:34])[CH2:31][O:32][CH3:33].C(O[K])(C)(C)C.C(OC(C)(C)C)=O. (4) Given the product [NH2:1][C:2]1[C:11]([C:12]([NH2:13])=[O:21])=[C:10]([Cl:18])[C:9]2[C:4](=[CH:5][C:6]([Br:15])=[CH:7][CH:8]=2)[N:3]=1, predict the reactants needed to synthesize it. The reactants are: [NH2:1][C:2]1[C:11]([C:12]#[N:13])=[C:10](O)[C:9]2[C:4](=[CH:5][C:6]([Br:15])=[CH:7][CH:8]=2)[N:3]=1.P(Cl)(Cl)([Cl:18])=O.[OH-:21].[Na+]. (5) The reactants are: [BH4-].[Na+].[Cl-].[Ca+2].[Cl-].C1COCC1.[Cl:11][C:12]1[N:22]=[CH:21][C:20]([CH2:23][N:24]2[C:28]([CH3:29])=[C:27]([C:30]3[CH:35]=[CH:34][C:33]([C:36]#[N:37])=[CH:32][CH:31]=3)[C:26]([C:38]#[N:39])=[C:25]2[CH2:40][CH2:41][CH3:42])=[CH:19][C:13]=1[C:14](OCC)=[O:15]. Given the product [Cl:11][C:12]1[N:22]=[CH:21][C:20]([CH2:23][N:24]2[C:28]([CH3:29])=[C:27]([C:30]3[CH:35]=[CH:34][C:33]([C:36]#[N:37])=[CH:32][CH:31]=3)[C:26]([C:38]#[N:39])=[C:25]2[CH2:40][CH2:41][CH3:42])=[CH:19][C:13]=1[CH2:14][OH:15], predict the reactants needed to synthesize it. (6) Given the product [Cl:1][C:2]1[N:7]=[C:6]2[C:8]([CH3:36])=[C:9]([CH:11]([NH:18][C:19]3[CH:20]=[CH:21][C:22]([C:25]([N:27]([CH3:35])[CH2:28][CH2:29][C:30]([OH:32])=[O:31])=[O:26])=[CH:23][CH:24]=3)[CH:12]3[CH2:13][CH2:14][CH2:15][CH2:16][CH2:17]3)[O:10][C:5]2=[CH:4][CH:3]=1, predict the reactants needed to synthesize it. The reactants are: [Cl:1][C:2]1[N:7]=[C:6]2[C:8]([CH3:36])=[C:9]([CH:11]([NH:18][C:19]3[CH:24]=[CH:23][C:22]([C:25]([N:27]([CH3:35])[CH2:28][CH2:29][C:30]([O:32]CC)=[O:31])=[O:26])=[CH:21][CH:20]=3)[CH:12]3[CH2:17][CH2:16][CH2:15][CH2:14][CH2:13]3)[O:10][C:5]2=[CH:4][CH:3]=1.O1CCCC1.[OH-].[Li+].